This data is from Catalyst prediction with 721,799 reactions and 888 catalyst types from USPTO. The task is: Predict which catalyst facilitates the given reaction. Reactant: [CH2:1]([O:3][C:4](=[O:19])[C:5](=O)[CH2:6][C:7]1[CH:12]=[C:11]([C:13]#[N:14])[CH:10]=[CH:9][C:8]=1[N+:15]([O-])=O)[CH3:2].[H][H]. Product: [CH2:1]([O:3][C:4]([C:5]1[NH:15][C:8]2[C:7]([CH:6]=1)=[CH:12][C:11]([C:13]#[N:14])=[CH:10][CH:9]=2)=[O:19])[CH3:2]. The catalyst class is: 50.